Task: Predict the product of the given reaction.. Dataset: Forward reaction prediction with 1.9M reactions from USPTO patents (1976-2016) Given the reactants [O:1]1[CH:5]=[CH:4][CH:3]=[C:2]1[CH:6]=O.[CH3:8][CH:9]([C:11](=[O:13])[CH3:12])[CH3:10], predict the reaction product. The product is: [O:1]1[CH:5]=[CH:4][CH:3]=[C:2]1[CH:6]=[CH:12][C:11](=[O:13])[CH:9]([CH3:10])[CH3:8].